Dataset: Reaction yield outcomes from USPTO patents with 853,638 reactions. Task: Predict the reaction yield, written as a fraction of the theoretical maximum amount of product (1.0 means a 100% yield; for example, 0.34 means a 34% yield). (1) The reactants are [CH2:1]([O:8][C:9]1[C:14]2[N:15]([CH2:19][CH2:20][O:21][CH3:22])[C:16]([CH3:18])=[N:17][C:13]=2[CH:12]=[C:11](Br)[CH:10]=1)[C:2]1[CH:7]=[CH:6][CH:5]=[CH:4][CH:3]=1.C(=O)([O-])[O-].[K+].[K+].[CH3:30][N:31](C)C=O. The catalyst is [C-]#N.[Zn+2].[C-]#N.C1C=CC([P]([Pd]([P](C2C=CC=CC=2)(C2C=CC=CC=2)C2C=CC=CC=2)([P](C2C=CC=CC=2)(C2C=CC=CC=2)C2C=CC=CC=2)[P](C2C=CC=CC=2)(C2C=CC=CC=2)C2C=CC=CC=2)(C2C=CC=CC=2)C2C=CC=CC=2)=CC=1. The product is [CH2:1]([O:8][C:9]1[C:14]2[N:15]([CH2:19][CH2:20][O:21][CH3:22])[C:16]([CH3:18])=[N:17][C:13]=2[CH:12]=[C:11]([C:30]#[N:31])[CH:10]=1)[C:2]1[CH:7]=[CH:6][CH:5]=[CH:4][CH:3]=1. The yield is 0.760. (2) The reactants are [F:1][C:2]([C:5]1[NH:6][C:7]2[C:12]([CH:13]=1)=[C:11]([C:14]([F:17])([F:16])[F:15])[C:10]([C:18]#[N:19])=[CH:9][CH:8]=2)([F:4])[CH3:3].C([O-])([O-])=O.[Cs+].[Cs+].Cl[CH2:27][C:28]1[N:32]=[C:31]([C:33]2[CH:38]=[C:37]([F:39])[CH:36]=[C:35]([F:40])[CH:34]=2)[O:30][N:29]=1.CC#N. The catalyst is CCOC(C)=O. The product is [F:4][C:2]([C:5]1[N:6]([CH2:27][C:28]2[N:32]=[C:31]([C:33]3[CH:38]=[C:37]([F:39])[CH:36]=[C:35]([F:40])[CH:34]=3)[O:30][N:29]=2)[C:7]2[C:12]([CH:13]=1)=[C:11]([C:14]([F:15])([F:17])[F:16])[C:10]([C:18]#[N:19])=[CH:9][CH:8]=2)([F:1])[CH3:3]. The yield is 0.760. (3) The reactants are ClC(Cl)(O[C:5](=[O:11])OC(Cl)(Cl)Cl)Cl.Cl.Cl.C(OC([N:20]1[C:24]([NH:25][C:26](=[O:40])[C:27]2[CH:32]=[CH:31][C:30]([N:33]3[CH2:38][CH2:37][N:36]([CH3:39])[CH2:35][CH2:34]3)=[CH:29][CH:28]=2)=[C:23]2[CH2:41][NH:42][C:43]([CH3:45])([CH3:44])[C:22]2=[N:21]1)=O)C.C(N(CC)C(C)C)(C)C.[F:55][C:56]1[CH:61]=[CH:60][CH:59]=[C:58]([F:62])[C:57]=1[NH2:63]. The catalyst is C(Cl)Cl. The product is [F:55][C:56]1[CH:61]=[CH:60][CH:59]=[C:58]([F:62])[C:57]=1[NH:63][C:5]([N:42]1[CH2:41][C:23]2[C:22](=[N:21][NH:20][C:24]=2[NH:25][C:26](=[O:40])[C:27]2[CH:28]=[CH:29][C:30]([N:33]3[CH2:38][CH2:37][N:36]([CH3:39])[CH2:35][CH2:34]3)=[CH:31][CH:32]=2)[C:43]1([CH3:44])[CH3:45])=[O:11]. The yield is 0.640.